This data is from Reaction yield outcomes from USPTO patents with 853,638 reactions. The task is: Predict the reaction yield, written as a fraction of the theoretical maximum amount of product (1.0 means a 100% yield; for example, 0.34 means a 34% yield). The catalyst is FC(F)(F)C(O)=O. The product is [CH2:1]([C:3]1[CH:4]=[C:5]([NH:15][C:16]([NH:18][CH:19]2[CH:26]3[CH:22]([CH2:23][NH:24][CH2:25]3)[CH2:21][CH2:20]2)=[O:17])[CH:6]=[C:7]([C:9]2[N:13]([CH3:14])[N:12]=[N:11][N:10]=2)[CH:8]=1)[CH3:2]. The reactants are [CH2:1]([C:3]1[CH:4]=[C:5]([NH:15][C:16]([NH:18][CH:19]2[CH:26]3[CH:22]([CH2:23][N:24](C(C4C=CC=CC=4)(C4C=CC=CC=4)C4C=CC=CC=4)[CH2:25]3)[CH2:21][CH2:20]2)=[O:17])[CH:6]=[C:7]([C:9]2[N:13]([CH3:14])[N:12]=[N:11][N:10]=2)[CH:8]=1)[CH3:2].O. The yield is 0.900.